Dataset: Forward reaction prediction with 1.9M reactions from USPTO patents (1976-2016). Task: Predict the product of the given reaction. (1) Given the reactants Br[C:2]1[CH:3]=[CH:4][C:5]([O:17][CH2:18][C:19]2[CH:24]=[CH:23][CH:22]=[CH:21][CH:20]=2)=[C:6]([CH:16]=1)[C:7]([NH:9][C:10]1[CH:11]=[N:12][CH:13]=[CH:14][CH:15]=1)=[O:8].[N:25]1[CH:30]=[CH:29][C:28](B(O)O)=[CH:27][CH:26]=1.C(=O)([O-])[O-].[Na+].[Na+], predict the reaction product. The product is: [C:19]1([CH2:18][O:17][C:5]2[CH:4]=[CH:3][C:2]([C:28]3[CH:29]=[CH:30][N:25]=[CH:26][CH:27]=3)=[CH:16][C:6]=2[C:7]([NH:9][C:10]2[CH:11]=[N:12][CH:13]=[CH:14][CH:15]=2)=[O:8])[CH:24]=[CH:23][CH:22]=[CH:21][CH:20]=1. (2) Given the reactants [CH2:1]([O:3][C:4]([C:6]1([C:12]2[CH:17]=[CH:16][C:15]([OH:18])=[CH:14][CH:13]=2)[CH:11]=[CH:10][CH:9]=[CH:8][CH2:7]1)=[O:5])[CH3:2].C(=O)([O-])[O-].[K+].[K+].Br[CH:26](O)[CH2:27][CH2:28][Cl:29], predict the reaction product. The product is: [CH2:1]([O:3][C:4]([C:6]1([C:12]2[CH:13]=[CH:14][C:15]([O:18][CH2:26][CH2:27][CH2:28][Cl:29])=[CH:16][CH:17]=2)[CH:7]=[CH:8][CH:9]=[CH:10][CH2:11]1)=[O:5])[CH3:2]. (3) Given the reactants [CH2:1]([N:3]([CH2:20][CH3:21])[CH2:4][CH2:5][NH:6]C(C1C=CC2C(=CC=C(I)C=2)C=1)=O)[CH3:2].[I:22][C:23]1[CH:33]=[CH:32][C:26]([C:27]([O:29]CC)=O)=[CH:25][N:24]=1.ClCCl.C(O)C, predict the reaction product. The product is: [CH2:1]([N:3]([CH2:20][CH3:21])[CH2:4][CH2:5][NH:6][C:27](=[O:29])[C:26]1[CH:32]=[CH:33][C:23]([I:22])=[N:24][CH:25]=1)[CH3:2]. (4) Given the reactants [C:1]([S:5][CH2:6][C:7]1([CH3:14])[NH:11][C:10](=[O:12])[NH:9][C:8]1=[O:13])([CH3:4])([CH3:3])[CH3:2].[OH-:15].[Ba+2].[OH-], predict the reaction product. The product is: [C:10]([NH:11][C@:7]([CH3:14])([C:8]([OH:15])=[O:13])[CH2:6][S:5][C:1]([CH3:4])([CH3:3])[CH3:2])(=[O:12])[NH2:9].